The task is: Predict which catalyst facilitates the given reaction.. This data is from Catalyst prediction with 721,799 reactions and 888 catalyst types from USPTO. (1) Reactant: [H-].[Na+].[Br:3][C:4]1[CH:9]=[CH:8][C:7]([F:10])=[CH:6][C:5]=1[N:11]1[C:15](=[O:16])[NH:14][CH:13]=[N:12]1.I[CH3:18].[NH4+].[Cl-]. Product: [Br:3][C:4]1[CH:9]=[CH:8][C:7]([F:10])=[CH:6][C:5]=1[N:11]1[C:15](=[O:16])[N:14]([CH3:18])[CH:13]=[N:12]1. The catalyst class is: 3. (2) Reactant: [Cl:1][C:2]1[CH:3]=[CH:4][C:5]([O:13][CH2:14][C:15]([N:17]2[CH2:22][C@H:21]([CH3:23])[N:20]([CH2:24][C:25]3[CH:30]=[CH:29][C:28]([F:31])=[CH:27][CH:26]=3)[CH2:19][C@H:18]2[CH3:32])=[O:16])=[C:6]([CH2:8][S:9]([NH2:12])(=[O:11])=[O:10])[CH:7]=1.[C:33](O)(=[O:35])[CH3:34].CN(C)CCCN=C=NCC.C(N(CC)CC)C. Product: [C:33]([NH:12][S:9]([CH2:8][C:6]1[CH:7]=[C:2]([Cl:1])[CH:3]=[CH:4][C:5]=1[O:13][CH2:14][C:15]([N:17]1[CH2:22][C@H:21]([CH3:23])[N:20]([CH2:24][C:25]2[CH:26]=[CH:27][C:28]([F:31])=[CH:29][CH:30]=2)[CH2:19][C@H:18]1[CH3:32])=[O:16])(=[O:11])=[O:10])(=[O:35])[CH3:34]. The catalyst class is: 112. (3) Reactant: [CH3:1][C:2]1[C:3]([C:11]2[S:15][C:14]([C:16]([OH:18])=O)=[CH:13][CH:12]=2)=[N:4][O:5][C:6]=1[C:7]([F:10])([F:9])[F:8].C([N:26]1[CH2:31][CH2:30][NH:29][C@@H:28]([CH2:32][OH:33])[CH2:27]1)(OC(C)(C)C)=O.[ClH:34]. Product: [ClH:34].[OH:33][CH2:32][C@H:28]1[CH2:27][NH:26][CH2:31][CH2:30][N:29]1[C:16]([C:14]1[S:15][C:11]([C:3]2[C:2]([CH3:1])=[C:6]([C:7]([F:8])([F:9])[F:10])[O:5][N:4]=2)=[CH:12][CH:13]=1)=[O:18]. The catalyst class is: 12.